Dataset: Catalyst prediction with 721,799 reactions and 888 catalyst types from USPTO. Task: Predict which catalyst facilitates the given reaction. (1) Reactant: [NH2:1][C:2]1[C:3]([C:7]2[N:8]([CH2:18][CH3:19])[C:9]3[C:10]([N:17]=2)=[C:11]([Cl:16])[NH:12][C:13](=[O:15])[CH:14]=3)=[N:4][O:5][N:6]=1.O[CH2:21][CH2:22][CH2:23][CH2:24][NH:25][C:26](=[O:32])[O:27][C:28]([CH3:31])([CH3:30])[CH3:29].C1C=CC(P(C2C=CC=CC=2)C2C=CC=CC=2)=CC=1.CCOC(/N=N/C(OCC)=O)=O. Product: [NH2:1][C:2]1[C:3]([C:7]2[N:8]([CH2:18][CH3:19])[C:9]3[CH:14]=[C:13]([O:15][CH2:21][CH2:22][CH2:23][CH2:24][NH:25][C:26](=[O:32])[O:27][C:28]([CH3:31])([CH3:30])[CH3:29])[N:12]=[C:11]([Cl:16])[C:10]=3[N:17]=2)=[N:4][O:5][N:6]=1. The catalyst class is: 36. (2) Reactant: [C:1]([C:4]1[C:9]([NH:10][C:11]([C:13]2[S:14][CH:15]=[C:16]([CH:18]3[CH2:20][CH2:19]3)[N:17]=2)=O)=[C:8]([CH3:21])[C:7]([O:22][CH3:23])=[CH:6][CH:5]=1)(=[O:3])[CH3:2].[OH-].[K+]. Product: [CH:18]1([C:16]2[N:17]=[C:13]([C:11]3[CH:2]=[C:1]([OH:3])[C:4]4[C:9](=[C:8]([CH3:21])[C:7]([O:22][CH3:23])=[CH:6][CH:5]=4)[N:10]=3)[S:14][CH:15]=2)[CH2:20][CH2:19]1. The catalyst class is: 17. (3) Reactant: [C:1]([N:8]1[CH:12]=[CH:11]N=C1)([N:3]1[CH:7]=[CH:6]N=C1)=[O:2].[C:13]([C:15]([CH3:24])([CH3:23])[C:16]1[CH:17]=[C:18](N)C=C[CH:21]=1)#[N:14].NC1C=[CH:42][C:29]([O:30][C:31]2[CH:36]=[CH:35][N:34]=[C:33]([NH:37][CH2:38][CH2:39][CH2:40][OH:41])[N:32]=2)=[CH:28][CH:27]=1. Product: [C:13]([C:15]([CH3:23])([CH3:24])[C:16]1[CH:21]=[C:12]([NH:8][C:1]([NH:3][C:7]2[CH:6]=[CH:42][C:29]([O:30][C:31]3[CH:36]=[CH:35][N:34]=[C:33]([NH:37][CH2:38][CH2:39][CH2:40][OH:41])[N:32]=3)=[CH:28][CH:27]=2)=[O:2])[CH:11]=[CH:18][CH:17]=1)#[N:14]. The catalyst class is: 4. (4) Reactant: C(Cl)(=O)C(Cl)=O.CS(C)=O.[F:11][C:12]([F:49])([F:48])[C:13]1[CH:14]=[C:15]([C:23]([CH3:47])([CH3:46])[C:24]([N:26]([C:28]2[CH:29]=[N:30][C:31]([NH:41][CH2:42][CH:43]([OH:45])[CH3:44])=[CH:32][C:33]=2[C:34]2[CH:39]=[CH:38][CH:37]=[CH:36][C:35]=2[Cl:40])[CH3:27])=[O:25])[CH:16]=[C:17]([C:19]([F:22])([F:21])[F:20])[CH:18]=1.C(N(C(C)C)C(C)C)C. Product: [F:49][C:12]([F:11])([F:48])[C:13]1[CH:14]=[C:15]([C:23]([CH3:46])([CH3:47])[C:24]([N:26]([C:28]2[CH:29]=[N:30][C:31]([NH:41][CH2:42][C:43](=[O:45])[CH3:44])=[CH:32][C:33]=2[C:34]2[CH:39]=[CH:38][CH:37]=[CH:36][C:35]=2[Cl:40])[CH3:27])=[O:25])[CH:16]=[C:17]([C:19]([F:22])([F:21])[F:20])[CH:18]=1. The catalyst class is: 4. (5) Reactant: [Cl:1][C:2]1[N:7]=[C:6](Cl)[CH:5]=[CH:4][N:3]=1.[NH2:9][C:10]1[CH:11]=[C:12]([CH2:16][C:17]#[N:18])[CH:13]=[CH:14][CH:15]=1.C(N(CC)CC)C. Product: [Cl:1][C:2]1[N:7]=[C:6]([NH:9][C:10]2[CH:11]=[C:12]([CH2:16][C:17]#[N:18])[CH:13]=[CH:14][CH:15]=2)[CH:5]=[CH:4][N:3]=1. The catalyst class is: 41. (6) Reactant: [CH3:1][C:2]1[C:3]([C:15]([O:17]C)=[O:16])=[N:4][CH:5]=[C:6]([O:8][CH2:9][C:10]2[O:11][CH:12]=[CH:13][N:14]=2)[CH:7]=1.O.O.[OH-].[Li+]. Product: [CH3:1][C:2]1[C:3]([C:15]([OH:17])=[O:16])=[N:4][CH:5]=[C:6]([O:8][CH2:9][C:10]2[O:11][CH:12]=[CH:13][N:14]=2)[CH:7]=1. The catalyst class is: 1. (7) Reactant: CS(C)=O.C(Cl)(=O)C(Cl)=O.[OH:11][CH:12]([C:14]1[S:15][C:16]([C:26]2[CH:31]=[CH:30][N:29]=[C:28]([NH:32][C:33](=[O:36])[CH2:34][CH3:35])[CH:27]=2)=[C:17]([C:19]2[CH:24]=[CH:23][CH:22]=[C:21]([CH3:25])[CH:20]=2)[N:18]=1)[CH3:13].C(N(CC)CC)C.C(=O)([O-])O.[Na+]. Product: [C:12]([C:14]1[S:15][C:16]([C:26]2[CH:31]=[CH:30][N:29]=[C:28]([NH:32][C:33](=[O:36])[CH2:34][CH3:35])[CH:27]=2)=[C:17]([C:19]2[CH:24]=[CH:23][CH:22]=[C:21]([CH3:25])[CH:20]=2)[N:18]=1)(=[O:11])[CH3:13]. The catalyst class is: 4. (8) Reactant: [CH3:1][O:2][C:3]1[CH:4]=[C:5]2[C:9](=[CH:10][CH:11]=1)[N:8]([CH3:12])[CH:7]=[C:6]2[C:13]1[N:30](COCC[Si](C)(C)C)[C:16]2[N:17]=[CH:18][C:19]3[N:20]([C:21]([C:24]4[CH:29]=[CH:28][CH:27]=[CH:26][CH:25]=4)=[N:22][CH:23]=3)[C:15]=2[CH:14]=1.C(N)CN.CCCC[N+](CCCC)(CCCC)CCCC.[F-]. Product: [CH3:1][O:2][C:3]1[CH:4]=[C:5]2[C:9](=[CH:10][CH:11]=1)[N:8]([CH3:12])[CH:7]=[C:6]2[C:13]1[NH:30][C:16]2[N:17]=[CH:18][C:19]3[N:20]([C:21]([C:24]4[CH:25]=[CH:26][CH:27]=[CH:28][CH:29]=4)=[N:22][CH:23]=3)[C:15]=2[CH:14]=1. The catalyst class is: 31. (9) Reactant: [Cl:1][C:2]1[CH:7]=[C:6]([N:8]([CH2:22][C:23]([F:26])([F:25])[F:24])[C:9]([C:11]2[CH:12]=[N:13][N:14]([CH:16]3[CH2:21][CH2:20][CH2:19][CH2:18][O:17]3)[CH:15]=2)=[O:10])[C:5](I)=[CH:4][N:3]=1.C([O-])(=O)C.[K+]. Product: [Cl:1][C:2]1[N:3]=[CH:4][C:5]2[C:15]3[N:14]([CH:16]4[CH2:21][CH2:20][CH2:19][CH2:18][O:17]4)[N:13]=[CH:12][C:11]=3[C:9](=[O:10])[N:8]([CH2:22][C:23]([F:26])([F:25])[F:24])[C:6]=2[CH:7]=1. The catalyst class is: 128.